This data is from Reaction yield outcomes from USPTO patents with 853,638 reactions. The task is: Predict the reaction yield, written as a fraction of the theoretical maximum amount of product (1.0 means a 100% yield; for example, 0.34 means a 34% yield). (1) The reactants are [C:1]([C:5]1[CH:10]=[CH:9][C:8]([CH:11]([C:27](=[O:36])[NH:28][C:29]2[CH:34]=[CH:33][C:32](I)=[CH:31][CH:30]=2)[CH2:12][C:13]2[S:17][C:16]([C:18]([NH:20][CH2:21][CH2:22][S:23]([OH:26])(=[O:25])=[O:24])=[O:19])=[CH:15][CH:14]=2)=[CH:7][CH:6]=1)([CH3:4])([CH3:3])[CH3:2].[O:37]1[C:41]2[CH:42]=[CH:43][CH:44]=[CH:45][C:40]=2[CH:39]=[C:38]1B(O)O.C(=O)([O-])[O-].[Na+].[Na+].C(#N)C. The catalyst is COCCOC.C(O)C.O. The product is [O:37]1[C:38]2=[CH:39][CH:40]=[CH:45][C:44]2=[CH:43][CH:42]=[C:41]1[N:28]([C:29]1[CH:30]=[CH:31][CH:32]=[CH:33][CH:34]=1)[C:27]([CH:11]([C:8]1[CH:9]=[CH:10][C:5]([C:1]([CH3:2])([CH3:4])[CH3:3])=[CH:6][CH:7]=1)[CH2:12][C:13]1[S:17][C:16]([C:18]([NH:20][CH2:21][CH2:22][S:23]([OH:26])(=[O:25])=[O:24])=[O:19])=[CH:15][CH:14]=1)=[O:36]. The yield is 0.120. (2) The reactants are C([N-]C(C)C)(C)C.[Li+].[CH2:9]([O:11][C:12](=[O:21])[CH2:13][C:14]1[CH:19]=[CH:18][CH:17]=[C:16]([Cl:20])[CH:15]=1)[CH3:10].I[CH2:23][CH:24]1[CH2:28][CH2:27][CH2:26][CH2:25]1. The catalyst is O1CCCC1.CN(C)P(N(C)C)(N(C)C)=O.CN(C)P(N(C)C)(N(C)C)=O. The product is [CH2:9]([O:11][C:12](=[O:21])[CH:13]([C:14]1[CH:19]=[CH:18][CH:17]=[C:16]([Cl:20])[CH:15]=1)[CH2:23][CH:24]1[CH2:28][CH2:27][CH2:26][CH2:25]1)[CH3:10]. The yield is 0.930. (3) The reactants are [Cl:1][C:2]1[CH:7]=[CH:6][C:5]([CH2:8][NH2:9])=[CH:4][CH:3]=1.[OH:10][C@H:11]1[CH2:15][N:14]([C:16](=[O:24])[CH2:17][C:18]2[O:22][N:21]=[C:20]([CH3:23])[CH:19]=2)[C@H:13]([C:25](O)=[O:26])[CH2:12]1.CCN(C(C)C)C(C)C.CN(C(ON1N=NC2C=CC=NC1=2)=[N+](C)C)C.F[P-](F)(F)(F)(F)F. The catalyst is CN(C=O)C. The product is [Cl:1][C:2]1[CH:7]=[CH:6][C:5]([CH2:8][NH:9][C:25]([C@@H:13]2[CH2:12][C@@H:11]([OH:10])[CH2:15][N:14]2[C:16](=[O:24])[CH2:17][C:18]2[O:22][N:21]=[C:20]([CH3:23])[CH:19]=2)=[O:26])=[CH:4][CH:3]=1. The yield is 0.400. (4) The reactants are [N+](=[CH:3][C:4](=[O:23])[CH2:5][CH2:6][C:7]1[NH:8][C:9]2[C:14]([C:15]=1[CH2:16][C:17]([O:19][CH2:20][CH2:21][CH3:22])=[O:18])=[CH:13][CH:12]=[CH:11][CH:10]=2)=[N-]. The catalyst is C([O-])(=O)CCCCCCC.[Rh+2].C([O-])(=O)CCCCCCC.C(Cl)Cl. The product is [O:23]=[C:4]1[CH2:3][N:8]2[C:9]3[C:14]([C:15]([CH2:16][C:17]([O:19][CH2:20][CH2:21][CH3:22])=[O:18])=[C:7]2[CH2:6][CH2:5]1)=[CH:13][CH:12]=[CH:11][CH:10]=3. The yield is 0.640. (5) The reactants are [OH:1][CH2:2][C:3]1[CH:4]=[C:5]([CH:9]([NH:11][C:12](=[O:18])[O:13][C:14]([CH3:17])([CH3:16])[CH3:15])[CH3:10])[CH:6]=[CH:7][CH:8]=1. The catalyst is C(Cl)Cl.O=[Mn]=O. The product is [CH:2]([C:3]1[CH:4]=[C:5]([CH:9]([NH:11][C:12](=[O:18])[O:13][C:14]([CH3:17])([CH3:16])[CH3:15])[CH3:10])[CH:6]=[CH:7][CH:8]=1)=[O:1]. The yield is 0.820. (6) The reactants are CS(O)(=O)=O.[NH2:6][C:7]1[CH:16]=[C:15]2[C:10]([CH:11]=[C:12]([C:20]3[C:21]([Cl:37])=[CH:22][C:23]([F:36])=[C:24]([NH:26][C:27]([NH:29][C:30]4[CH:35]=[CH:34][CH:33]=[CH:32][CH:31]=4)=[O:28])[CH:25]=3)[C:13](=[O:19])[N:14]2[CH2:17][CH3:18])=[CH:9][N:8]=1.N1C=CC=CC=1.[CH3:44][O:45][CH2:46][C:47](Cl)=[O:48].CCOC(C)=O. The catalyst is C1COCC1.O. The product is [Cl:37][C:21]1[CH:22]=[C:23]([F:36])[C:24]([NH:26][C:27]([NH:29][C:30]2[CH:31]=[CH:32][CH:33]=[CH:34][CH:35]=2)=[O:28])=[CH:25][C:20]=1[C:12]1[C:13](=[O:19])[N:14]([CH2:17][CH3:18])[C:15]2[C:10]([CH:11]=1)=[CH:9][N:8]=[C:7]([NH:6][C:47](=[O:48])[CH2:46][O:45][CH3:44])[CH:16]=2. The yield is 0.720.